Dataset: Full USPTO retrosynthesis dataset with 1.9M reactions from patents (1976-2016). Task: Predict the reactants needed to synthesize the given product. (1) Given the product [C:21]1([C:30]2[CH:31]=[CH:32][CH:33]=[CH:34][CH:35]=2)[CH:26]=[CH:25][C:24]([C:2]2[N:7]=[C:6]([C:8]([NH:10][C:11]3[O:12][C:13]([C:16]4[O:17][CH:18]=[CH:19][CH:20]=4)=[N:14][N:15]=3)=[O:9])[CH:5]=[CH:4][CH:3]=2)=[CH:23][CH:22]=1, predict the reactants needed to synthesize it. The reactants are: Br[C:2]1[N:7]=[C:6]([C:8]([NH:10][C:11]2[O:12][C:13]([C:16]3[O:17][CH:18]=[CH:19][CH:20]=3)=[N:14][N:15]=2)=[O:9])[CH:5]=[CH:4][CH:3]=1.[C:21]1([C:30]2[CH:35]=[CH:34][CH:33]=[CH:32][CH:31]=2)[CH:26]=[CH:25][C:24](B(O)O)=[CH:23][CH:22]=1. (2) Given the product [C:1]([C:5]1[O:9][N:8]=[C:7]([NH:10][C:11]([NH:13][C:14]2[CH:19]=[CH:18][CH:17]=[C:16]([O:20][C:21]3[C:30]4[C:25](=[CH:26][C:27]([O:33][CH2:34][CH2:35][CH2:36][N:38]5[CH2:42][CH2:41][C@H:40]([OH:43])[CH2:39]5)=[C:28]([O:31][CH3:32])[CH:29]=4)[N:24]=[CH:23][N:22]=3)[CH:15]=2)=[O:12])[CH:6]=1)([CH3:4])([CH3:3])[CH3:2], predict the reactants needed to synthesize it. The reactants are: [C:1]([C:5]1[O:9][N:8]=[C:7]([NH:10][C:11]([NH:13][C:14]2[CH:19]=[CH:18][CH:17]=[C:16]([O:20][C:21]3[C:30]4[C:25](=[CH:26][C:27]([O:33][CH2:34][CH2:35][CH2:36]Cl)=[C:28]([O:31][CH3:32])[CH:29]=4)[N:24]=[CH:23][N:22]=3)[CH:15]=2)=[O:12])[CH:6]=1)([CH3:4])([CH3:3])[CH3:2].[NH:38]1[CH2:42][CH2:41][C@H:40]([OH:43])[CH2:39]1.C(N(CC)C(C)C)(C)C.